From a dataset of Reaction yield outcomes from USPTO patents with 853,638 reactions. Predict the reaction yield, written as a fraction of the theoretical maximum amount of product (1.0 means a 100% yield; for example, 0.34 means a 34% yield). (1) The reactants are [C:1]([O:5][C:6]([N:8]1[CH2:14][CH2:13][C:12]2[CH:15]=[C:16]([N+:21]([O-])=O)[C:17]([O:19][CH3:20])=[CH:18][C:11]=2[CH2:10][CH2:9]1)=[O:7])([CH3:4])([CH3:3])[CH3:2]. The catalyst is C(O)C.[Pd]. The product is [C:1]([O:5][C:6]([N:8]1[CH2:9][CH2:10][C:11]2[CH:18]=[C:17]([O:19][CH3:20])[C:16]([NH2:21])=[CH:15][C:12]=2[CH2:13][CH2:14]1)=[O:7])([CH3:4])([CH3:3])[CH3:2]. The yield is 1.00. (2) The reactants are [Cl:1][S:2]([OH:5])(=O)=[O:3].[NH2:6][C:7]1[O:8][C:9]2[CH:15]=[CH:14][CH:13]=[CH:12][C:10]=2[N:11]=1.S(Cl)(Cl)=O.C(=O)([O-])[O-].[Na+].[Na+]. The catalyst is C(OCC)(=O)C. The product is [NH2:6][C:7]1[O:8][C:9]2[CH:15]=[C:14]([S:2]([Cl:1])(=[O:5])=[O:3])[CH:13]=[CH:12][C:10]=2[N:11]=1. The yield is 0.900. (3) The yield is 0.134. The product is [NH2:25][C:13]1[N:14]=[CH:15][N:16]=[C:17]([N:18]2[CH2:23][CH2:22][CH:21]([NH:24][C:36]([NH:37][C:38]3[CH:39]=[CH:40][C:41]([N:44]4[CH2:49][CH2:48][O:47][CH2:46][CH2:45]4)=[CH:42][CH:43]=3)=[O:35])[CH2:20][CH2:19]2)[C:12]=1[CH:11]=[N:10][O:9][CH3:8]. The reactants are FC(F)(F)C(O)=O.[CH3:8][O:9][N:10]=[CH:11][C:12]1[C:13]([NH2:25])=[N:14][CH:15]=[N:16][C:17]=1[N:18]1[CH2:23][CH2:22][CH:21]([NH2:24])[CH2:20][CH2:19]1.[N+](C1C=CC([O:35][C:36](=O)[NH:37][C:38]2[CH:43]=[CH:42][C:41]([N:44]3[CH2:49][CH2:48][O:47][CH2:46][CH2:45]3)=[CH:40][CH:39]=2)=CC=1)([O-])=O.CCN(C(C)C)C(C)C. The catalyst is CC#N. (4) The catalyst is CN(C)C=O. The product is [C:25]([O:26][CH3:32])([C:3]([C:6]([C:9]([C:12]([C:15]([C:18]([C:21]([F:22])([F:23])[F:24])([F:19])[F:20])([F:17])[F:16])([F:14])[F:13])([F:11])[F:10])([F:8])[F:7])([F:5])[F:4])([F:27])[F:1]. The yield is 0.997. The reactants are [F-:1].[K+].[C:3]([C:25]([F:27])=[O:26])([C:6]([C:9]([C:12]([C:15]([C:18]([C:21]([F:24])([F:23])[F:22])([F:20])[F:19])([F:17])[F:16])([F:14])[F:13])([F:11])[F:10])([F:8])[F:7])([F:5])[F:4].S(OC)(O[CH3:32])(=O)=O. (5) The reactants are C[O:2][C:3](=O)[C:4]1[CH:9]=[CH:8][CH:7]=[C:6]([OH:10])[CH:5]=1.[CH3:12][NH2:13]. The catalyst is CO. The product is [OH:10][C:6]1[CH:5]=[C:4]([CH:9]=[CH:8][CH:7]=1)[C:3]([NH:13][CH3:12])=[O:2]. The yield is 0.604. (6) The reactants are [CH3:1][S:2]([NH:5][C:6]1[C:7]([C:28]2[CH:33]=[CH:32][CH:31]=[CH:30][CH:29]=2)=[N:8][C:9]2[C:14]([C:15]=1[C:16]([NH:18][C@H:19]([C:22]1[CH:27]=[CH:26][CH:25]=[CH:24][CH:23]=1)[CH2:20][CH3:21])=[O:17])=[CH:13][CH:12]=[CH:11][CH:10]=2)(=[O:4])=[O:3].[C:34]([O-])([O-])=O.[Cs+].[Cs+].CI. The catalyst is CN(C=O)C. The product is [CH3:34][N:5]([S:2]([CH3:1])(=[O:3])=[O:4])[C:6]1[C:7]([C:28]2[CH:29]=[CH:30][CH:31]=[CH:32][CH:33]=2)=[N:8][C:9]2[C:14]([C:15]=1[C:16]([NH:18][C@H:19]([C:22]1[CH:23]=[CH:24][CH:25]=[CH:26][CH:27]=1)[CH2:20][CH3:21])=[O:17])=[CH:13][CH:12]=[CH:11][CH:10]=2. The yield is 0.444. (7) The reactants are CCN(C(C)C)C(C)C.Cl.[Cl:11][C:12]1[CH:13]=[CH:14][C:15]([S:20]([CH2:23][CH3:24])(=[O:22])=[O:21])=[C:16]([CH:19]=1)[CH2:17][NH2:18].[Br:25][C:26]1[CH:34]=[CH:33][C:29]([C:30](O)=[O:31])=[CH:28][C:27]=1[C:35]([F:38])([F:37])[F:36].C1C=CC2N(O)N=NC=2C=1. The catalyst is CN(C=O)C.C(OCC)(=O)C. The product is [Br:25][C:26]1[CH:34]=[CH:33][C:29]([C:30]([NH:18][CH2:17][C:16]2[CH:19]=[C:12]([Cl:11])[CH:13]=[CH:14][C:15]=2[S:20]([CH2:23][CH3:24])(=[O:22])=[O:21])=[O:31])=[CH:28][C:27]=1[C:35]([F:36])([F:37])[F:38]. The yield is 0.870.